Dataset: Forward reaction prediction with 1.9M reactions from USPTO patents (1976-2016). Task: Predict the product of the given reaction. (1) Given the reactants C(N(C(C)C)CC)(C)C.[CH2:10]([Si:12](Cl)([CH2:15][CH3:16])[CH2:13][CH3:14])[CH3:11].[Br:18][C:19]1[S:23][C:22]2=[C:24]([C:27]3[CH:28]=[N:29][CH:30]=[CH:31][CH:32]=3)[N:25]=[CH:26][N:21]2[C:20]=1[CH2:33][OH:34], predict the reaction product. The product is: [Br:18][C:19]1[S:23][C:22]2=[C:24]([C:27]3[CH:28]=[N:29][CH:30]=[CH:31][CH:32]=3)[N:25]=[CH:26][N:21]2[C:20]=1[CH2:33][O:34][Si:12]([CH2:15][CH3:16])([CH2:13][CH3:14])[CH2:10][CH3:11]. (2) Given the reactants CO[C:3](=[O:20])[C@@H:4]([N:6]([C:10]([O:12][CH2:13][C:14]1[CH:19]=[CH:18][CH:17]=[CH:16][CH:15]=1)=[O:11])[CH2:7][CH:8]=O)[CH3:5].[NH2:21][CH2:22][C:23]1([CH2:27][OH:28])[CH2:26][O:25][CH2:24]1.[B-](OC(C)=O)(OC(C)=O)OC(C)=O.[Na+].C(O)(=O)C.C(=O)([O-])[O-].[K+].[K+], predict the reaction product. The product is: [CH2:13]([O:12][C:10]([N:6]1[CH2:7][CH2:8][N:21]([CH2:22][C:23]2([CH2:27][OH:28])[CH2:26][O:25][CH2:24]2)[C:3](=[O:20])[C@@H:4]1[CH3:5])=[O:11])[C:14]1[CH:15]=[CH:16][CH:17]=[CH:18][CH:19]=1. (3) Given the reactants [Cl:1][C:2]1[C:3]([F:28])=[C:4]([CH:8]2[C:12]([C:15]3[CH:20]=[CH:19][C:18]([Cl:21])=[CH:17][C:16]=3[F:22])([C:13]#[N:14])[CH:11]([CH2:23][C:24]([CH3:27])([CH3:26])[CH3:25])[CH2:10][NH:9]2)[CH:5]=[CH:6][CH:7]=1.[C:29](Cl)(Cl)=[O:30].C(N(CC)CC)C.[CH2:40]([N:42]1[CH2:47][CH2:46][NH:45][CH2:44][CH2:43]1)[CH3:41], predict the reaction product. The product is: [Cl:1][C:2]1[C:3]([F:28])=[C:4]([CH:8]2[C:12]([C:15]3[CH:20]=[CH:19][C:18]([Cl:21])=[CH:17][C:16]=3[F:22])([C:13]#[N:14])[CH:11]([CH2:23][C:24]([CH3:25])([CH3:27])[CH3:26])[CH2:10][N:9]2[C:29]([N:45]2[CH2:46][CH2:47][N:42]([CH2:40][CH3:41])[CH2:43][CH2:44]2)=[O:30])[CH:5]=[CH:6][CH:7]=1. (4) Given the reactants [CH3:1][C:2]1[C:3]([C:8]([NH2:10])=[O:9])=[N:4][CH:5]=[CH:6][CH:7]=1, predict the reaction product. The product is: [CH3:1][C@H:2]1[CH2:7][CH2:6][CH2:5][NH:4][C@H:3]1[C:8]([NH2:10])=[O:9].